Dataset: Forward reaction prediction with 1.9M reactions from USPTO patents (1976-2016). Task: Predict the product of the given reaction. (1) Given the reactants [O:1]1[C:5]2[CH:6]=[CH:7][CH:8]=[CH:9][C:4]=2[C:3]([C:10](=[O:13])[CH2:11]Br)=[CH:2]1.C([SnH](CCCC)CCCC)CCC.N(C(C)(C)C#N)=NC(C)(C)C#N, predict the reaction product. The product is: [O:1]1[C:5]2[CH:6]=[CH:7][CH:8]=[CH:9][C:4]=2[C:3]([C:10](=[O:13])[CH3:11])=[CH:2]1. (2) Given the reactants Br[C:2]1[CH:26]=[CH:25][C:5]([CH2:6][N:7]2[C:12](=[O:13])[C:11]([C:14]([NH:16][CH2:17][C:18]([OH:20])=[O:19])=[O:15])=[C:10]([OH:21])[C:9]3[CH2:22][S:23][CH2:24][C:8]2=3)=[CH:4][CH:3]=1.C([O-])([O-])=O.[Na+].[Na+].[C:33]1([CH3:42])[CH:38]=[CH:37][C:36](B(O)O)=[CH:35][CH:34]=1, predict the reaction product. The product is: [OH:21][C:10]1[C:9]2[CH2:22][S:23][CH2:24][C:8]=2[N:7]([CH2:6][C:5]2[CH:25]=[CH:26][C:2]([C:36]3[CH:37]=[CH:38][C:33]([CH3:42])=[CH:34][CH:35]=3)=[CH:3][CH:4]=2)[C:12](=[O:13])[C:11]=1[C:14]([NH:16][CH2:17][C:18]([OH:20])=[O:19])=[O:15]. (3) Given the reactants [NH2:1][C:2]1[C:7]([OH:8])=[CH:6][CH:5]=[CH:4][N:3]=1.ClC1C=CC=CC=1.[C:16]([CH:19]1[CH2:24][CH2:23][O:22][C:20]1=[O:21])(=O)[CH3:17], predict the reaction product. The product is: [OH:8][C:7]1[C:2]2=[N:1][C:16]([CH3:17])=[C:19]([CH2:24][CH2:23][OH:22])[C:20](=[O:21])[N:3]2[CH:4]=[CH:5][CH:6]=1. (4) Given the reactants [CH3:1][C@@:2]([OH:30])([C:26]([CH3:29])([CH3:28])[CH3:27])[C@@H:3]1[C@@:8]2([O:24][CH3:25])[C@@H:9]3[O:23][C:18]4=[C:19]([OH:22])[CH:20]=[CH:21][C:16]5=[C:17]4[C@:10]43[CH2:11][CH2:12][NH:13][C@H:14]([CH2:15]5)[C@@:5]4(CC2)[CH2:4]1.C([O-])(O)=O.[Na+].[CH2:36](Br)[CH:37]=[CH2:38].[NH4+].[OH-].[CH3:42][C:43](N(C)C)=O, predict the reaction product. The product is: [CH2:36]([N:13]1[CH2:12][CH2:11][C@@:10]23[C:17]4[C:16]5[CH2:15][C@@H:14]1[C@H:5]2[CH2:4][C@H:3]([C@:2]([OH:30])([C:26]([CH3:27])([CH3:28])[CH3:29])[CH3:1])[C@H:8]([O:24][CH3:25])[C@@H:9]3[O:23][C:18]=4[C:19]([OH:22])=[C:20]1[CH2:43][CH2:42][C:21]1=5)[CH:37]=[CH2:38]. (5) Given the reactants [O:1]([CH2:8][CH2:9][NH2:10])[C:2]1[CH:7]=[CH:6][CH:5]=[CH:4][CH:3]=1.Cl[C:12]1[N:17]=[C:16]([Cl:18])[N:15]=[C:14]2[N:19]([CH3:22])[N:20]=[CH:21][C:13]=12, predict the reaction product. The product is: [Cl:18][C:16]1[N:15]=[C:14]2[N:19]([CH3:22])[N:20]=[CH:21][C:13]2=[C:12]([NH:10][CH2:9][CH2:8][O:1][C:2]2[CH:7]=[CH:6][CH:5]=[CH:4][CH:3]=2)[N:17]=1.